From a dataset of Full USPTO retrosynthesis dataset with 1.9M reactions from patents (1976-2016). Predict the reactants needed to synthesize the given product. (1) Given the product [F:27][C:24]1[CH:23]=[CH:22][C:21]([C:20]([N:16]2[CH2:17][CH2:18][CH2:19][C@H:14]([O:13][C:12](=[O:11])[NH:6][CH:1]3[CH2:5][CH2:4][CH2:3][CH2:2]3)[CH2:15]2)=[O:28])=[CH:26][CH:25]=1, predict the reactants needed to synthesize it. The reactants are: [CH:1]1([NH2:6])[CH2:5][CH2:4][CH2:3][CH2:2]1.ClC([O:11][C:12](=O)[O:13][C@H:14]1[CH2:19][CH2:18][CH2:17][N:16]([C:20](=[O:28])[C:21]2[CH:26]=[CH:25][C:24]([F:27])=[CH:23][CH:22]=2)[CH2:15]1)(Cl)Cl. (2) Given the product [CH3:12][O:13][C:14]1[CH:22]=[C:21]2[C:17]([C:18](=[C:2]3[CH:3]=[CH:4][C:5]4[C:10](=[CH:9][CH:8]=[CH:7][CH:6]=4)[NH:1]3)[C:19](=[O:23])[NH:20]2)=[CH:16][CH:15]=1, predict the reactants needed to synthesize it. The reactants are: [N+:1]1([O-])[C:10]2[C:5](=[CH:6][CH:7]=[CH:8][CH:9]=2)[CH:4]=[CH:3][CH:2]=1.[CH3:12][O:13][C:14]1[CH:22]=[C:21]2[C:17]([CH2:18][C:19](=[O:23])[NH:20]2)=[CH:16][CH:15]=1. (3) Given the product [CH2:12]([NH:11][C:9]([NH:8][C:5]1[N:6]=[CH:7][C:2]([C:29]2[CH:30]=[N:31][CH:32]=[C:33]([C:34]([O:36][CH2:37][CH3:38])=[O:35])[CH:39]=2)=[C:3]([C:14]2[CH:15]=[N:16][CH:17]=[C:18]([F:20])[CH:19]=2)[CH:4]=1)=[O:10])[CH3:13], predict the reactants needed to synthesize it. The reactants are: Br[C:2]1[C:3]([C:14]2[CH:15]=[N:16][CH:17]=[C:18]([F:20])[CH:19]=2)=[CH:4][C:5]([NH:8][C:9]([NH:11][CH2:12][CH3:13])=[O:10])=[N:6][CH:7]=1.CC1(C)C(C)(C)OB([C:29]2[CH:30]=[N:31][CH:32]=[C:33]([CH:39]=2)[C:34]([O:36][CH2:37][CH3:38])=[O:35])O1.C(=O)([O-])[O-].[Cs+].[Cs+].